Dataset: Catalyst prediction with 721,799 reactions and 888 catalyst types from USPTO. Task: Predict which catalyst facilitates the given reaction. Product: [OH:8][C:9]1[C:13]([OH:14])=[C:12]([C:22]([N:24]2[CH2:29][CH2:28][N:27]([CH3:30])[CH2:26][CH2:25]2)=[O:23])[N:11]([C:31]2[CH:32]=[CH:33][C:34]([O:37][CH3:38])=[CH:35][CH:36]=2)[C:10]=1[C:39]([N:41]([CH3:42])[CH3:43])=[O:40]. The catalyst class is: 19. Reactant: C([O:8][C:9]1[C:13]([O:14]CC2C=CC=CC=2)=[C:12]([C:22]([N:24]2[CH2:29][CH2:28][N:27]([CH3:30])[CH2:26][CH2:25]2)=[O:23])[N:11]([C:31]2[CH:36]=[CH:35][C:34]([O:37][CH3:38])=[CH:33][CH:32]=2)[C:10]=1[C:39]([N:41]([CH3:43])[CH3:42])=[O:40])C1C=CC=CC=1.[H][H].